From a dataset of Catalyst prediction with 721,799 reactions and 888 catalyst types from USPTO. Predict which catalyst facilitates the given reaction. (1) Product: [CH2:1]([O:8][C:9]1[CH:14]=[C:13]([N:15]([CH2:21][CH2:22][CH2:23][CH3:24])[CH2:16][CH2:17][CH2:18][CH2:19][OH:20])[CH:12]=[CH:11][C:10]=1[CH:25]=[CH:26][C:27]1[S:31][C:30]([CH:32]=[CH:41][C:40]2[C:39]([CH3:42])([CH3:43])[O:38][C:37](=[C:44]([C:45]#[N:46])[C:47]#[N:48])[C:36]=2[C:34]#[N:35])=[CH:29][CH:28]=1)[C:2]1[CH:3]=[CH:4][CH:5]=[CH:6][CH:7]=1. Reactant: [CH2:1]([O:8][C:9]1[CH:14]=[C:13]([N:15]([CH2:21][CH2:22][CH2:23][CH3:24])[CH2:16][CH2:17][CH2:18][CH2:19][OH:20])[CH:12]=[CH:11][C:10]=1[CH:25]=[CH:26][C:27]1[S:31][C:30]([CH:32]=O)=[CH:29][CH:28]=1)[C:2]1[CH:7]=[CH:6][CH:5]=[CH:4][CH:3]=1.[C:34]([C:36]1[C:37](=[C:44]([C:47]#[N:48])[C:45]#[N:46])[O:38][C:39]([CH3:43])([CH3:42])[C:40]=1[CH3:41])#[N:35].C([O-])(=O)C.[NH4+]. The catalyst class is: 199. (2) Reactant: [Br:1][C:2]1[CH:3]=[CH:4][C:5]2[N:6]([C:8]([C:11]#[N:12])=[CH:9][N:10]=2)[CH:7]=1.Cl.[NH2:14][OH:15].C(N(CC)CC)C. Product: [Br:1][C:2]1[CH:3]=[CH:4][C:5]2[N:6]([C:8]([C:11](=[NH:12])[NH:14][OH:15])=[CH:9][N:10]=2)[CH:7]=1. The catalyst class is: 14. (3) Reactant: [CH3:1][C:2]1[CH:7]=[C:6]([O:8][CH2:9][C:10]2([CH3:14])[CH2:13][O:12][CH2:11]2)[CH:5]=[CH:4][C:3]=1[C:15]1[C:19]2[CH:20]=[C:21]([O:24][CH2:25][C:26]3[CH:31]=[CH:30][C:29]([C@@H:32]([C:39]#[C:40][CH3:41])[CH2:33][C:34]([O:36]CC)=[O:35])=[CH:28][CH:27]=3)[CH:22]=[CH:23][C:18]=2[S:17][CH:16]=1.[Li+].[OH-].Cl.N. The catalyst class is: 14. Product: [CH3:1][C:2]1[CH:7]=[C:6]([O:8][CH2:9][C:10]2([CH3:14])[CH2:13][O:12][CH2:11]2)[CH:5]=[CH:4][C:3]=1[C:15]1[C:19]2[CH:20]=[C:21]([O:24][CH2:25][C:26]3[CH:27]=[CH:28][C:29]([C@@H:32]([C:39]#[C:40][CH3:41])[CH2:33][C:34]([OH:36])=[O:35])=[CH:30][CH:31]=3)[CH:22]=[CH:23][C:18]=2[S:17][CH:16]=1.